This data is from Peptide-MHC class II binding affinity with 134,281 pairs from IEDB. The task is: Regression. Given a peptide amino acid sequence and an MHC pseudo amino acid sequence, predict their binding affinity value. This is MHC class II binding data. (1) The peptide sequence is YPKFLANVSTVLTGK. The MHC is DRB3_0202 with pseudo-sequence DRB3_0202. The binding affinity (normalized) is 0.941. (2) The peptide sequence is SCWAFSGVAATESAY. The MHC is HLA-DQA10103-DQB10603 with pseudo-sequence HLA-DQA10103-DQB10603. The binding affinity (normalized) is 0.522. (3) The peptide sequence is NVVKSGIFLSVAAGN. The binding affinity (normalized) is 0.614. The MHC is HLA-DQA10501-DQB10301 with pseudo-sequence HLA-DQA10501-DQB10301. (4) The peptide sequence is MLHWSLILPGIKAQQ. The MHC is DRB4_0103 with pseudo-sequence DRB4_0103. The binding affinity (normalized) is 0.514. (5) The peptide sequence is LRIAAKIYSEADEAW. The MHC is DRB1_1602 with pseudo-sequence DRB1_1602. The binding affinity (normalized) is 0.249. (6) The peptide sequence is VKEIPPRLLYAKSSP. The MHC is DRB1_1001 with pseudo-sequence DRB1_1001. The binding affinity (normalized) is 0.612. (7) The peptide sequence is EIYNMVKFRMIAGQE. The MHC is DRB1_1001 with pseudo-sequence DRB1_1001. The binding affinity (normalized) is 0.776.